This data is from Forward reaction prediction with 1.9M reactions from USPTO patents (1976-2016). The task is: Predict the product of the given reaction. (1) Given the reactants C([O:4][CH2:5][CH:6]([O:36]C(=O)C)[CH:7]([C:20]1[O:21][C:22]([Br:35])=[C:23]([C:25]2[CH:30]=[CH:29][C:28]([C:31]([F:34])([F:33])[F:32])=[CH:27][CH:26]=2)[N:24]=1)[O:8][C:9]1[CH:14]=[CH:13][C:12]([F:15])=[C:11]([C:16](=[O:18])[NH2:17])[C:10]=1[F:19])(=O)C.C([O-])([O-])=O.[K+].[K+], predict the reaction product. The product is: [Br:35][C:22]1[O:21][C:20]([CH:7]([O:8][C:9]2[C:10]([F:19])=[C:11]([C:12]([F:15])=[CH:13][CH:14]=2)[C:16]([NH2:17])=[O:18])[CH:6]([OH:36])[CH2:5][OH:4])=[N:24][C:23]=1[C:25]1[CH:26]=[CH:27][C:28]([C:31]([F:32])([F:33])[F:34])=[CH:29][CH:30]=1. (2) Given the reactants Br[C:2]1[N:7]=[CH:6][C:5]2[N:8]=[C:9]([C:13]3[C:14]([NH2:18])=[N:15][O:16][N:17]=3)[N:10]([CH2:11][CH3:12])[C:4]=2[CH:3]=1.NC1C=CC=CC=1.[OH:26][C:27]1[CH:28]=[C:29]([C:33](=[O:44])[CH:34]([CH3:43])[CH2:35][CH2:36][N:37]2[CH2:42][CH2:41][O:40][CH2:39][CH2:38]2)[CH:30]=[CH:31][CH:32]=1.N1C2C(=CC=C3C=2N=CC=C3)C=CC=1.C([O-])([O-])=O.[Cs+].[Cs+], predict the reaction product. The product is: [NH2:18][C:14]1[C:13]([C:9]2[N:10]([CH2:11][CH3:12])[C:4]3[CH:3]=[C:2]([O:26][C:27]4[CH:28]=[C:29]([C:33](=[O:44])[CH:34]([CH3:43])[CH2:35][CH2:36][N:37]5[CH2:42][CH2:41][O:40][CH2:39][CH2:38]5)[CH:30]=[CH:31][CH:32]=4)[N:7]=[CH:6][C:5]=3[N:8]=2)=[N:17][O:16][N:15]=1. (3) Given the reactants [CH3:1][O:2][C:3]1[CH:25]=[CH:24][CH:23]=[CH:22][C:4]=1[C:5]([NH:7][C:8]1[C:17]2[C:12](=[CH:13][CH:14]=[CH:15][CH:16]=2)[C:11]([S:18](Cl)(=[O:20])=[O:19])=[CH:10][CH:9]=1)=[O:6].[N:26]([CH:29]([CH3:31])C)=[C:27]=[O:28], predict the reaction product. The product is: [C:27]([N:26]1[CH2:29][CH2:31][CH:5]([NH:7][S:18]([C:11]2[C:12]3[C:17](=[CH:16][CH:15]=[CH:14][CH:13]=3)[C:8]([NH:7][C:5](=[O:6])[C:4]3[CH:22]=[CH:23][CH:24]=[CH:25][C:3]=3[O:2][CH3:1])=[CH:9][CH:10]=2)(=[O:20])=[O:19])[CH2:4][CH2:3]1)(=[O:28])[CH2:9][CH2:8][CH3:17]. (4) Given the reactants [BH4-].[Na+].[CH:3]1([C:9](=[O:17])[CH2:10]P(=O)(OC)OC)[CH2:8][CH2:7][CH2:6][CH2:5][CH2:4]1.[CH3:18][O:19][C:20]1[CH:25]=[C:24]([CH:26]=O)[C:23]([C:28]2[N:29]=[CH:30][N:31]([C:33]([C:46]3[CH:51]=[CH:50][CH:49]=[CH:48][CH:47]=3)([C:40]3[CH:45]=[CH:44][CH:43]=[CH:42][CH:41]=3)[C:34]3[CH:39]=[CH:38][CH:37]=[CH:36][CH:35]=3)[CH:32]=2)=[CH:22][N:21]=1, predict the reaction product. The product is: [CH:3]1([C:9](=[O:17])[CH:10]=[CH:26][C:24]2[C:23]([C:28]3[N:29]=[CH:30][N:31]([C:33]([C:40]4[CH:41]=[CH:42][CH:43]=[CH:44][CH:45]=4)([C:46]4[CH:47]=[CH:48][CH:49]=[CH:50][CH:51]=4)[C:34]4[CH:39]=[CH:38][CH:37]=[CH:36][CH:35]=4)[CH:32]=3)=[CH:22][N:21]=[C:20]([O:19][CH3:18])[CH:25]=2)[CH2:4][CH2:5][CH2:6][CH2:7][CH2:8]1. (5) The product is: [NH2:9][C:8]1[CH:10]=[C:11](/[CH:23]=[CH:22]/[CH2:21][C:20]([O:19][C:15]([CH3:18])([CH3:17])[CH3:16])=[O:24])[CH:12]=[CH:13][C:7]=1[C:1]1[CH:6]=[CH:5][CH:4]=[CH:3][CH:2]=1. Given the reactants [C:1]1([C:7]2[CH:13]=[C:12](Br)[CH:11]=[CH:10][C:8]=2[NH2:9])[CH:6]=[CH:5][CH:4]=[CH:3][CH:2]=1.[C:15]([O:19][C:20](=[O:24])[CH2:21][CH:22]=[CH2:23])([CH3:18])([CH3:17])[CH3:16].C1(C)C=CC=CC=1P(C1C=CC=CC=1C)C1C=CC=CC=1C.C(N(C(C)C)CC)(C)C, predict the reaction product.